Dataset: Full USPTO retrosynthesis dataset with 1.9M reactions from patents (1976-2016). Task: Predict the reactants needed to synthesize the given product. Given the product [C:1]([O:5][C:6]([N:8]1[CH2:13][CH2:12][C@H:11]([C:14]2[CH:36]=[CH:35][C:17]3[C:18]4[N:22]([CH2:23][CH2:24][O:25][C:16]=3[CH:15]=2)[CH:21]=[C:20]([C:26]2[N:27]([CH:32]([CH3:33])[CH3:34])[N:28]=[C:29]([CH3:31])[N:30]=2)[N:19]=4)[C@H:10]([O:37][C:59](=[O:60])[CH2:58][Cl:57])[CH2:9]1)=[O:7])([CH3:3])([CH3:2])[CH3:4], predict the reactants needed to synthesize it. The reactants are: [C:1]([O:5][C:6]([N:8]1[CH2:13][CH2:12][C@@H:11]([C:14]2[CH:36]=[CH:35][C:17]3[C:18]4[N:22]([CH2:23][CH2:24][O:25][C:16]=3[CH:15]=2)[CH:21]=[C:20]([C:26]2[N:27]([CH:32]([CH3:34])[CH3:33])[N:28]=[C:29]([CH3:31])[N:30]=2)[N:19]=4)[C@H:10]([OH:37])[CH2:9]1)=[O:7])([CH3:4])([CH3:3])[CH3:2].C1(P(C2C=CC=CC=2)C2C=CC=CC=2)C=CC=CC=1.[Cl:57][CH2:58][C:59](O)=[O:60].N(C(OCC)=O)=NC(OCC)=O.